From a dataset of Reaction yield outcomes from USPTO patents with 853,638 reactions. Predict the reaction yield, written as a fraction of the theoretical maximum amount of product (1.0 means a 100% yield; for example, 0.34 means a 34% yield). The reactants are [NH2:1][C:2]1[CH:6]=[C:5]([C:7]([CH3:11])([CH3:10])[CH2:8][OH:9])[O:4][N:3]=1.C(C1C=C(N[C:21](=[O:29])[O:22][C:23]2[CH:28]=[CH:27][CH:26]=[CH:25][CH:24]=2)ON=1)(C)C. No catalyst specified. The product is [OH:9][CH2:8][C:7]([C:5]1[O:4][N:3]=[C:2]([NH:1][C:21](=[O:29])[O:22][C:23]2[CH:28]=[CH:27][CH:26]=[CH:25][CH:24]=2)[CH:6]=1)([CH3:11])[CH3:10]. The yield is 0.720.